The task is: Predict the product of the given reaction.. This data is from Forward reaction prediction with 1.9M reactions from USPTO patents (1976-2016). (1) Given the reactants [CH3:1][C:2]1[S:3][C:4]([C:9](=[O:19])[C:10]2[CH:15]=[CH:14][CH:13]=[CH:12][C:11]=2[N+:16]([O-])=O)=[C:5]([C:7]#[N:8])[N:6]=1.[Sn](Cl)[Cl:21], predict the reaction product. The product is: [ClH:21].[NH2:8][C:7]1[C:5]2[N:6]=[C:2]([CH3:1])[S:3][C:4]=2[C:9](=[O:19])[C:10]2[CH:15]=[CH:14][CH:13]=[CH:12][C:11]=2[N:16]=1. (2) Given the reactants [N:1]([CH2:4][CH2:5][CH2:6][NH:7][C:8](=[O:22])[O:9][CH2:10][CH2:11][NH:12][C:13](=[O:21])[C:14]1[CH:19]=[CH:18][CH:17]=[CH:16][C:15]=1[OH:20])=[N+]=[N-].[H][H], predict the reaction product. The product is: [NH2:1][CH2:4][CH2:5][CH2:6][NH:7][C:8](=[O:22])[O:9][CH2:10][CH2:11][NH:12][C:13](=[O:21])[C:14]1[CH:19]=[CH:18][CH:17]=[CH:16][C:15]=1[OH:20]. (3) Given the reactants [C:1]([C@H:4]([CH2:31][CH2:32][O:33][CH3:34])[CH2:5][C:6]1([C:11]([NH:13][C@@H:14]([CH2:21][CH2:22][O:23][C:24]2[CH:29]=[CH:28][C:27]([Cl:30])=[CH:26][CH:25]=2)[CH2:15][C:16]([O:18]CC)=[O:17])=[O:12])[CH2:10][CH2:9][CH2:8][CH2:7]1)([OH:3])=[O:2].[OH-].[Na+], predict the reaction product. The product is: [C:1]([C@H:4]([CH2:31][CH2:32][O:33][CH3:34])[CH2:5][C:6]1([C:11]([NH:13][C@@H:14]([CH2:21][CH2:22][O:23][C:24]2[CH:29]=[CH:28][C:27]([Cl:30])=[CH:26][CH:25]=2)[CH2:15][C:16]([OH:18])=[O:17])=[O:12])[CH2:10][CH2:9][CH2:8][CH2:7]1)([OH:3])=[O:2]. (4) Given the reactants Cl[C:2]1[CH:7]=[C:6]([C:8]2[CH:13]=[CH:12][C:11]([C:14]([F:17])([F:16])[F:15])=[CH:10][CH:9]=2)[CH:5]=[CH:4][N:3]=1.[CH3:18][O:19][C:20]1[CH:21]=[C:22]([OH:26])[CH:23]=[CH:24][CH:25]=1.[H-].[Na+], predict the reaction product. The product is: [CH3:18][O:19][C:20]1[CH:21]=[C:22]([CH:23]=[CH:24][CH:25]=1)[O:26][C:2]1[CH:7]=[C:6]([C:8]2[CH:13]=[CH:12][C:11]([C:14]([F:17])([F:16])[F:15])=[CH:10][CH:9]=2)[CH:5]=[CH:4][N:3]=1. (5) Given the reactants [NH2:1][C:2]1[C:7]([N+:8]([O-])=O)=[CH:6][CH:5]=[CH:4][C:3]=1[O:11][CH3:12], predict the reaction product. The product is: [NH2:1][C:2]1[C:7]([NH2:8])=[CH:6][CH:5]=[CH:4][C:3]=1[O:11][CH3:12]. (6) Given the reactants [CH2:1]([C:3]1[C:10]([O:11][CH2:12][O:13][CH2:14][CH2:15][Si:16]([CH3:19])([CH3:18])[CH3:17])=[CH:9][CH:8]=[CH:7][C:4]=1[C:5]#[N:6])[CH3:2].C(=O)(O)[O-].[Na+].Cl.[NH2:26][OH:27], predict the reaction product. The product is: [CH2:1]([C:3]1[C:10]([O:11][CH2:12][O:13][CH2:14][CH2:15][Si:16]([CH3:19])([CH3:18])[CH3:17])=[CH:9][CH:8]=[CH:7][C:4]=1[C:5](=[NH:6])[NH:26][OH:27])[CH3:2]. (7) Given the reactants Cl[C:2]1[N:7]=[C:6](Cl)[C:5]([F:9])=[CH:4][N:3]=1.[Cl:10][C:11]1[CH:12]=[C:13]([CH:15]=[CH:16][C:17]=1[F:18])[NH2:14], predict the reaction product. The product is: [Cl:10][C:11]1[CH:12]=[C:13]([NH:14][C:2]2[N:7]=[C:6]([NH:14][C:13]3[CH:15]=[CH:16][C:17]([F:18])=[C:11]([Cl:10])[CH:12]=3)[C:5]([F:9])=[CH:4][N:3]=2)[CH:15]=[CH:16][C:17]=1[F:18]. (8) Given the reactants CN1CCOCC1.ClC(OCC)=O.[C:14]([CH2:17][N:18]1[C:27]2[C:22](=[CH:23][CH:24]=[CH:25][CH:26]=2)[CH2:21][CH:20]([NH:28][C:29]([C:31]2[NH:35][C:34]3[S:36][C:37]([Cl:39])=[CH:38][C:33]=3[CH:32]=2)=[O:30])[C:19]1=[O:40])([OH:16])=O.O[N:42]=[C:43]([NH2:45])[CH3:44], predict the reaction product. The product is: [Cl:39][C:37]1[S:36][C:34]2[NH:35][C:31]([C:29]([NH:28][CH:20]3[CH2:21][C:22]4[C:27](=[CH:26][CH:25]=[CH:24][CH:23]=4)[N:18]([CH2:17][C:14]4[O:16][N:45]=[C:43]([CH3:44])[N:42]=4)[C:19]3=[O:40])=[O:30])=[CH:32][C:33]=2[CH:38]=1. (9) Given the reactants [CH2:1]([O:3][C:4]([C:6]1[O:10][C:9]([C:11]2[C:19]3[C:14](=[CH:15][CH:16]=[CH:17][CH:18]=3)[NH:13][N:12]=2)=[CH:8][CH:7]=1)=[O:5])[CH3:2].CC(C)([O-])C.[K+].[Cl:26][C:27]1[S:28][C:29]([CH2:32]Cl)=[CH:30][CH:31]=1, predict the reaction product. The product is: [Cl:26][C:27]1[S:28][C:29]([CH2:32][N:13]2[C:14]3[C:19](=[CH:18][CH:17]=[CH:16][CH:15]=3)[C:11]([C:9]3[O:10][C:6]([C:4]([O:3][CH2:1][CH3:2])=[O:5])=[CH:7][CH:8]=3)=[N:12]2)=[CH:30][CH:31]=1. (10) Given the reactants [CH:1]1([C:4]2[CH:5]=[C:6]([C:15](=O)[CH3:16])[CH:7]=[N:8][C:9]=2[O:10][CH2:11][CH:12]([F:14])[F:13])[CH2:3][CH2:2]1.[CH3:18][C:19]([S@:22]([NH2:24])=[O:23])([CH3:21])[CH3:20], predict the reaction product. The product is: [CH:1]1([C:4]2[CH:5]=[C:6]([CH:15]([NH:24][S@@:22]([C:19]([CH3:21])([CH3:20])[CH3:18])=[O:23])[CH3:16])[CH:7]=[N:8][C:9]=2[O:10][CH2:11][CH:12]([F:14])[F:13])[CH2:3][CH2:2]1.